Dataset: Peptide-MHC class II binding affinity with 134,281 pairs from IEDB. Task: Regression. Given a peptide amino acid sequence and an MHC pseudo amino acid sequence, predict their binding affinity value. This is MHC class II binding data. (1) The peptide sequence is IITFKDKTDIHRLEP. The MHC is DRB4_0103 with pseudo-sequence DRB4_0103. The binding affinity (normalized) is 0.601. (2) The peptide sequence is CGGTGKNTIVIPKGD. The MHC is HLA-DQA10501-DQB10301 with pseudo-sequence HLA-DQA10501-DQB10301. The binding affinity (normalized) is 0.186.